This data is from Reaction yield outcomes from USPTO patents with 853,638 reactions. The task is: Predict the reaction yield, written as a fraction of the theoretical maximum amount of product (1.0 means a 100% yield; for example, 0.34 means a 34% yield). The reactants are [F:1][C:2]1[C:11]([NH:12][C:13]([O:15][CH2:16][CH:17]=[CH2:18])=[O:14])=[CH:10][CH:9]=[C:8]([F:19])[C:3]=1[C:4]([O:6]C)=O.[Cl:20][C:21]1[N:26]=[C:25]([CH3:27])[CH:24]=[CH:23][N:22]=1. The product is [Cl:20][C:21]1[N:26]=[C:25]([CH2:27][C:4]([C:3]2[C:2]([F:1])=[C:11]([NH:12][C:13](=[O:14])[O:15][CH2:16][CH:17]=[CH2:18])[CH:10]=[CH:9][C:8]=2[F:19])=[O:6])[CH:24]=[CH:23][N:22]=1. No catalyst specified. The yield is 0.602.